From a dataset of Reaction yield outcomes from USPTO patents with 853,638 reactions. Predict the reaction yield, written as a fraction of the theoretical maximum amount of product (1.0 means a 100% yield; for example, 0.34 means a 34% yield). (1) The reactants are [Br:1][C:2]1[C:3]([C:9]([F:12])([F:11])[F:10])=[N:4][C:5](Cl)=[N:6][CH:7]=1.[NH:13]1[CH2:19][CH2:18][C:17](=[O:20])[NH:16][CH2:15][CH2:14]1. No catalyst specified. The product is [Br:1][C:2]1[C:3]([C:9]([F:12])([F:11])[F:10])=[N:4][C:5]([N:13]2[CH2:19][CH2:18][C:17](=[O:20])[NH:16][CH2:15][CH2:14]2)=[N:6][CH:7]=1. The yield is 0.810. (2) The yield is 0.490. The product is [ClH:41].[ClH:41].[ClH:41].[Cl:41][C:39]1[CH:40]=[C:35]([C:10]2[N:11]=[C:12]3[C:7](=[CH:8][CH:9]=2)[N:6]=[CH:5][C:4]([C:1](=[O:3])[CH3:2])=[C:13]3[NH:14][C:15]2[CH:20]=[N:19][C:18]([N:21]3[CH2:25][CH2:24][CH:23]([NH:26][CH3:27])[CH2:22]3)=[CH:17][CH:16]=2)[CH:36]=[C:37]([Cl:43])[C:38]=1[OH:42]. No catalyst specified. The reactants are [C:1]([C:4]1[CH:5]=[N:6][C:7]2[C:12]([C:13]=1[NH:14][C:15]1[CH:16]=[CH:17][C:18]([N:21]3[CH2:25][CH2:24][CH:23]([N:26](C)[C:27](=O)OC(C)(C)C)[CH2:22]3)=[N:19][CH:20]=1)=[N:11][C:10]([C:35]1[CH:40]=[C:39]([Cl:41])[C:38]([OH:42])=[C:37]([Cl:43])[CH:36]=1)=[CH:9][CH:8]=2)(=[O:3])[CH3:2].C(O)(C(F)(F)F)=O. (3) The reactants are [ClH:1].[OH:2][C:3]([C:35]1[CH:40]=[CH:39][CH:38]=[CH:37][CH:36]=1)([C:29]1[CH:34]=[CH:33][CH:32]=[CH:31][CH:30]=1)[CH:4]1[CH2:9][CH2:8][N:7]([CH2:10][CH2:11][CH2:12][C:13]([C:15]2[CH:20]=[CH:19][C:18](C(C)(C)C(OCC)=O)=[CH:17][CH:16]=2)=[O:14])[CH2:6][CH2:5]1.[OH-:41].[Na+].[BH4-].[Na+].Cl. The catalyst is O.CC(C)=O.CO. The product is [OH2:2].[ClH:1].[OH:2][C:3]([C:29]1[CH:30]=[CH:31][CH:32]=[CH:33][CH:34]=1)([C:35]1[CH:36]=[CH:37][CH:38]=[CH:39][CH:40]=1)[CH:4]1[CH2:9][CH2:8][N:7]([CH2:10][CH2:11][CH2:12][CH:13]([C:15]2[CH:20]=[CH:19][CH:18]=[CH:17][C:16]=2[C:4]([CH3:9])([CH3:5])[C:3]([OH:2])=[O:41])[OH:14])[CH2:6][CH2:5]1. The yield is 0.915. (4) The reactants are ClC1C=CC2SC=C(CN3C4C(=CC=CC=4)C(CC#N)=C3)C=2C=1.C[Si]([N-][Si](C)(C)C)(C)C.[Na+].IC.[Cl:36][C:37]1[CH:60]=[CH:59][C:40]2[S:41][CH:42]=[C:43]([CH2:44][N:45]3[C:53]4[C:48](=[CH:49][CH:50]=[CH:51][CH:52]=4)[C:47]([C:54]([CH3:58])([CH3:57])[C:55]#[N:56])=[CH:46]3)[C:39]=2[CH:38]=1.[Si]([N:65]=[N+:66]=[N-:67])(C)(C)C.CC1C(C(OC2C=C(CO)C(CO)=C(O)C=2CC=C(C)C)=O)=C(O)C=C(O)C=1. The catalyst is C1COCC1.CCOC(C)=O. The product is [NH:65]1[C:55]([C:54]([C:47]2[C:48]3[C:53](=[CH:52][CH:51]=[CH:50][CH:49]=3)[N:45]([CH2:44][C:43]3[C:39]4[CH:38]=[C:37]([Cl:36])[CH:60]=[CH:59][C:40]=4[S:41][CH:42]=3)[CH:46]=2)([CH3:58])[CH3:57])=[N:56][N:67]=[N:66]1. The yield is 0.0287. (5) The reactants are P(Cl)(Cl)(Cl)=O.[ClH:6].[NH2:7][CH2:8][C:9]([NH:11][CH3:12])=O.[C:13](=[O:16])([O-])[O-].[Na+].[Na+].[C:19](=O)([O-])[O-].[K+].[K+]. The catalyst is O1CCOCC1.CN(C=O)C. The product is [Cl:6][C:9]1[N:11]([CH3:12])[CH:19]=[N:7][C:8]=1[CH:13]=[O:16]. The yield is 0.230. (6) The reactants are C(OC(=O)[NH:7][C:8]1[CH:13]=[CH:12][CH:11]=[C:10]([C:14]2[CH:19]=[CH:18][C:17]([CH2:20][NH:21][S:22]([CH3:25])(=[O:24])=[O:23])=[CH:16][CH:15]=2)[N:9]=1)(C)(C)C. The catalyst is Cl.CO. The product is [NH2:7][C:8]1[N:9]=[C:10]([C:14]2[CH:15]=[CH:16][C:17]([CH2:20][NH:21][S:22]([CH3:25])(=[O:24])=[O:23])=[CH:18][CH:19]=2)[CH:11]=[CH:12][CH:13]=1. The yield is 0.800. (7) The reactants are [CH2:1]([O:3][C:4]([C:6]12[CH2:13][CH2:12][C:9]([NH:14][CH2:15][C:16]([N:18]3[CH2:22][C@@H:21]([F:23])[CH2:20][C@H:19]3[C:24]([NH2:26])=[O:25])=[O:17])([CH2:10][CH2:11]1)[CH2:8][CH2:7]2)=[O:5])[CH3:2].O.[C:28]1([S:34]([OH:37])(=[O:36])=[O:35])[CH:33]=[CH:32][CH:31]=[CH:30][CH:29]=1. The catalyst is ClCCl.ClCCl.CO. The product is [C:28]1([S:34]([OH:37])(=[O:36])=[O:35])[CH:33]=[CH:32][CH:31]=[CH:30][CH:29]=1.[CH2:1]([O:3][C:4]([C:6]12[CH2:13][CH2:12][C:9]([NH:14][CH2:15][C:16]([N:18]3[CH2:22][C@@H:21]([F:23])[CH2:20][C@H:19]3[C:24]([NH2:26])=[O:25])=[O:17])([CH2:10][CH2:11]1)[CH2:8][CH2:7]2)=[O:5])[CH3:2]. The yield is 0.810. (8) The reactants are Br[C:2]1[CH:3]=[C:4]([N+:10]([O-:12])=[O:11])[C:5]([C:8]#[N:9])=[N:6][CH:7]=1.[Br-].[CH3:14][C:15]1[C:16]([Zn+])=[N:17][CH:18]=[CH:19][CH:20]=1. The catalyst is C1COCC1.C1C=CC([P]([Pd]([P](C2C=CC=CC=2)(C2C=CC=CC=2)C2C=CC=CC=2)([P](C2C=CC=CC=2)(C2C=CC=CC=2)C2C=CC=CC=2)[P](C2C=CC=CC=2)(C2C=CC=CC=2)C2C=CC=CC=2)(C2C=CC=CC=2)C2C=CC=CC=2)=CC=1. The product is [CH3:14][C:15]1[C:16]([C:2]2[CH:3]=[C:4]([N+:10]([O-:12])=[O:11])[C:5]([C:8]#[N:9])=[N:6][CH:7]=2)=[N:17][CH:18]=[CH:19][CH:20]=1. The yield is 0.880. (9) The reactants are C(OC([N:8]1[CH2:37][CH2:36][C:11]2[N:12]([CH3:35])[C:13]3[CH:14]=[C:15]([N:19]4[CH:24]=[CH:23][C:22]([O:25][CH2:26][C:27]5[CH:32]=[CH:31][C:30]([Cl:33])=[CH:29][CH:28]=5)=[CH:21][C:20]4=[O:34])[CH:16]=[CH:17][C:18]=3[C:10]=2[CH2:9]1)=O)(C)(C)C.[ClH:38]. The catalyst is CO.CCOCC. The product is [ClH:33].[ClH:38].[Cl:33][C:30]1[CH:29]=[CH:28][C:27]([CH2:26][O:25][C:22]2[CH:23]=[CH:24][N:19]([C:15]3[CH:16]=[CH:17][C:18]4[C:10]5[CH2:9][NH:8][CH2:37][CH2:36][C:11]=5[N:12]([CH3:35])[C:13]=4[CH:14]=3)[C:20](=[O:34])[CH:21]=2)=[CH:32][CH:31]=1. The yield is 0.710.